Dataset: Full USPTO retrosynthesis dataset with 1.9M reactions from patents (1976-2016). Task: Predict the reactants needed to synthesize the given product. Given the product [C:1]12([CH2:11][C:12]([NH:14][C:15]3[C:24]([Cl:25])=[CH:23][CH:22]=[C:21]4[C:16]=3[CH:17]=[CH:18][C:19]([N:33]3[CH2:38][CH2:37][NH:36][CH2:35][CH2:34]3)=[N:20]4)=[O:13])[CH2:10][CH:5]3[CH2:6][CH:7]([CH2:9][CH:3]([CH2:4]3)[CH2:2]1)[CH2:8]2, predict the reactants needed to synthesize it. The reactants are: [C:1]12([CH2:11][C:12]([NH:14][C:15]3[C:24]([Cl:25])=[CH:23][CH:22]=[C:21]4[C:16]=3[CH:17]=[CH:18][C:19](Cl)=[N:20]4)=[O:13])[CH2:10][CH:5]3[CH2:6][CH:7]([CH2:9][CH:3]([CH2:4]3)[CH2:2]1)[CH2:8]2.C(=O)([O-])[O-].[K+].[K+].[NH:33]1[CH2:38][CH2:37][NH:36][CH2:35][CH2:34]1.O.